This data is from Buchwald-Hartwig C-N cross coupling reaction yields with 55,370 reactions. The task is: Predict the reaction yield, written as a fraction of the theoretical maximum amount of product (1.0 means a 100% yield; for example, 0.34 means a 34% yield). The reactants are COc1ccc(Br)cc1.Cc1ccc(N)cc1.O=S(=O)(O[Pd]1c2ccccc2-c2ccccc2N~1)C(F)(F)F.CC(C)c1cc(C(C)C)c(-c2ccccc2P(C2CCCCC2)C2CCCCC2)c(C(C)C)c1.CN(C)C(=NC(C)(C)C)N(C)C.CCOC(=O)c1cc(C)on1. The product is COc1ccc(Nc2ccc(C)cc2)cc1. The yield is 0.149. No catalyst specified.